From a dataset of Full USPTO retrosynthesis dataset with 1.9M reactions from patents (1976-2016). Predict the reactants needed to synthesize the given product. Given the product [NH2:1][C:2]1[N:3]([CH3:20])[C:4](=[O:19])[C:5]2([C:15]3[C:10](=[CH:11][CH:12]=[C:13]([C:27]4[CH:28]=[C:23]([CH:24]=[CH:25][CH:26]=4)[C:21]#[N:22])[CH:14]=3)[O:9][C:8]([CH3:18])([CH3:17])[CH2:7]2)[N:6]=1, predict the reactants needed to synthesize it. The reactants are: [NH2:1][C:2]1[N:3]([CH3:20])[C:4](=[O:19])[C:5]2([C:15]3[C:10](=[CH:11][CH:12]=[C:13](Br)[CH:14]=3)[O:9][C:8]([CH3:18])([CH3:17])[CH2:7]2)[N:6]=1.[C:21]([C:23]1[CH:24]=[C:25](B(O)O)[CH:26]=[CH:27][CH:28]=1)#[N:22].C([O-])([O-])=O.[Na+].[Na+].